From a dataset of Catalyst prediction with 721,799 reactions and 888 catalyst types from USPTO. Predict which catalyst facilitates the given reaction. (1) Product: [C:37]([OH:44])(=[O:43])/[CH:38]=[CH:39]/[C:40]([OH:42])=[O:41].[O:1]1[CH2:2][CH2:3][N:4]([C:7]2[CH:8]=[C:9]([NH:19][C:20]3[N:25]=[C:24]([N:26]([CH3:36])[C:27]4[CH:28]=[C:29]([CH2:34][OH:35])[CH:30]=[CH:31][C:32]=4[CH3:33])[CH:23]=[CH:22][N:21]=3)[CH:10]=[C:11]([N:13]3[CH2:14][CH2:15][O:16][CH2:17][CH2:18]3)[CH:12]=2)[CH2:5][CH2:6]1. The catalyst class is: 10. Reactant: [O:1]1[CH2:6][CH2:5][N:4]([C:7]2[CH:8]=[C:9]([NH:19][C:20]3[N:25]=[C:24]([N:26]([CH3:36])[C:27]4[CH:28]=[C:29]([CH2:34][OH:35])[CH:30]=[CH:31][C:32]=4[CH3:33])[CH:23]=[CH:22][N:21]=3)[CH:10]=[C:11]([N:13]3[CH2:18][CH2:17][O:16][CH2:15][CH2:14]3)[CH:12]=2)[CH2:3][CH2:2]1.[C:37]([OH:44])(=[O:43])/[CH:38]=[CH:39]/[C:40]([OH:42])=[O:41].O1CCN(C2C=C(NC3N=C(N(C)C4C=C(CO)C=CC=4C)C=CN=3)C=C(N3CCOCC3)C=2)CC1.C(#N)C. (2) Reactant: C([O:8][C:9]1[C:10](=[O:16])[CH:11]=[C:12]([CH3:15])[NH:13][CH:14]=1)C1C=CC=CC=1. Product: [OH:8][C:9]1[C:10](=[O:16])[CH:11]=[C:12]([CH3:15])[NH:13][CH:14]=1. The catalyst class is: 838.